Predict the product of the given reaction. From a dataset of Forward reaction prediction with 1.9M reactions from USPTO patents (1976-2016). (1) Given the reactants C([N:8]1[CH2:13][CH2:12][N:11]([C@@H:14]([CH2:19][NH:20][C:21](=[O:35])[C:22]2[CH:27]=[CH:26][C:25]([O:28][CH2:29][O:30][CH2:31][CH2:32][O:33][CH3:34])=[CH:24][CH:23]=2)[C:15]([O:17][CH3:18])=[O:16])[CH2:10][CH2:9]1)C1C=CC=CC=1, predict the reaction product. The product is: [CH3:34][O:33][CH2:32][CH2:31][O:30][CH2:29][O:28][C:25]1[CH:26]=[CH:27][C:22]([C:21]([NH:20][CH2:19][C@H:14]([N:11]2[CH2:10][CH2:9][NH:8][CH2:13][CH2:12]2)[C:15]([O:17][CH3:18])=[O:16])=[O:35])=[CH:23][CH:24]=1. (2) The product is: [CH2:3]([N:10]1[CH2:17][CH:16]2[O:18][CH:12]([CH2:13][N:14]([C:19]([O:20][C:21]([CH3:24])([CH3:23])[CH3:22])=[O:25])[CH2:15]2)[CH2:11]1)[C:4]1[CH:5]=[CH:6][CH:7]=[CH:8][CH:9]=1. Given the reactants [OH-].[Na+].[CH2:3]([N:10]1[CH2:17][CH:16]2[O:18][CH:12]([CH2:13][NH:14][CH2:15]2)[CH2:11]1)[C:4]1[CH:9]=[CH:8][CH:7]=[CH:6][CH:5]=1.[C:19](O[C:19]([O:20][C:21]([CH3:24])([CH3:23])[CH3:22])=[O:25])(=[O:25])[O:20][C:21]([CH3:24])([CH3:23])[CH3:22], predict the reaction product.